Task: Predict the reactants needed to synthesize the given product.. Dataset: Full USPTO retrosynthesis dataset with 1.9M reactions from patents (1976-2016) (1) Given the product [F:17][C:18]1[CH:27]=[CH:26][CH:25]=[C:24]2[C:19]=1[CH2:20][CH2:21][CH2:22][C:23]2=[CH:11][C:12]([O:14][CH2:15][CH3:16])=[O:13], predict the reactants needed to synthesize it. The reactants are: [H-].[Na+].C(OP([CH2:11][C:12]([O:14][CH2:15][CH3:16])=[O:13])(OCC)=O)C.[F:17][C:18]1[CH:27]=[CH:26][CH:25]=[C:24]2[C:19]=1[CH2:20][CH2:21][CH2:22][C:23]2=O. (2) Given the product [C:1]([O:5][C:6](=[O:27])[NH:7][C@H:8]([C:10]1[N:18]([C:19]2[CH:20]=[C:21]([CH3:25])[CH:22]=[CH:23][CH:24]=2)[C:13]2=[N:14][CH:15]=[CH:16][CH:17]=[C:12]2[N:11]=1)[CH3:9])([CH3:4])([CH3:3])[CH3:2], predict the reactants needed to synthesize it. The reactants are: [C:1]([O:5][C:6](=[O:27])[NH:7][C@H:8]([C:10](=O)[NH:11][C:12]1[C:13]([NH:18][C:19]2[CH:20]=[C:21]([CH3:25])[CH:22]=[CH:23][CH:24]=2)=[N:14][CH:15]=[CH:16][CH:17]=1)[CH3:9])([CH3:4])([CH3:3])[CH3:2].